Predict the reaction yield, written as a fraction of the theoretical maximum amount of product (1.0 means a 100% yield; for example, 0.34 means a 34% yield). From a dataset of Reaction yield outcomes from USPTO patents with 853,638 reactions. (1) The reactants are [Cl:1][C:2]1[N:3]=[C:4]([N:14]2[CH2:19][CH2:18][O:17][CH2:16][CH2:15]2)[C:5]2[S:10][C:9]([CH2:11][NH:12][CH3:13])=[CH:8][C:6]=2[N:7]=1.C(N(CC)CC)C.[CH3:27][O:28][CH2:29][C:30](Cl)=[O:31]. The catalyst is ClCCl. The product is [Cl:1][C:2]1[N:3]=[C:4]([N:14]2[CH2:19][CH2:18][O:17][CH2:16][CH2:15]2)[C:5]2[S:10][C:9]([CH2:11][N:12]([CH3:13])[C:30](=[O:31])[CH2:29][O:28][CH3:27])=[CH:8][C:6]=2[N:7]=1. The yield is 0.790. (2) The reactants are [CH2:1]([NH:4][C:5]1[CH:14]=[CH:13][C:8]2[N:9]=[C:10]([SH:12])[S:11][C:7]=2[CH:6]=1)[CH2:2][CH3:3].C(Cl)(Cl)Cl.C([O-])(O)=O.[Na+].[Cl:24][C:25](Cl)([O:27]C(=O)OC(Cl)(Cl)Cl)Cl. The yield is 0.720. The catalyst is C(Cl)Cl. The product is [SH:12][C:10]1[S:11][C:7]2[CH:6]=[C:5]([N:4]([CH2:1][CH2:2][CH3:3])[C:25]([Cl:24])=[O:27])[CH:14]=[CH:13][C:8]=2[N:9]=1. (3) The reactants are [BH4-].[Na+].CO.[CH3:5][O:6][C:7](=[O:30])[CH2:8][CH2:9][CH2:10][CH2:11][CH2:12][CH2:13][N:14]1[C@@H:19](/[CH:20]=[CH:21]/[C:22](=[O:28])[CH2:23][CH2:24][CH2:25][CH2:26][CH3:27])[CH2:18][CH2:17][CH2:16][C:15]1=[O:29]. The yield is 0.990. The product is [CH3:5][O:6][C:7](=[O:30])[CH2:8][CH2:9][CH2:10][CH2:11][CH2:12][CH2:13][N:14]1[C:15](=[O:29])[CH2:16][CH2:17][CH2:18][C@@H:19]1/[CH:20]=[CH:21]/[CH:22]([OH:28])[CH2:23][CH2:24][CH2:25][CH2:26][CH3:27]. The catalyst is C(Cl)Cl. (4) The reactants are [Cl:1][C:2]1[N:7]=[C:6]([N:8]([CH3:13])[CH2:9][CH2:10][CH2:11][OH:12])[C:5]([CH3:14])=[CH:4][N:3]=1.O[C:16]1[CH:17]=[C:18]2[C:22](=[CH:23][CH:24]=1)[NH:21][CH:20]=[CH:19]2.C1(P(C2C=CC=CC=2)C2C=CC=CC=2)C=CC=CC=1.N(C(N1CCCCC1)=O)=NC(N1CCCCC1)=O. The catalyst is ClCCl.CCOC(C)=O. The product is [Cl:1][C:2]1[N:7]=[C:6]([N:8]([CH2:9][CH2:10][CH2:11][O:12][C:16]2[CH:17]=[C:18]3[C:22](=[CH:23][CH:24]=2)[NH:21][CH:20]=[CH:19]3)[CH3:13])[C:5]([CH3:14])=[CH:4][N:3]=1. The yield is 0.240. (5) The reactants are [C:1]([CH2:6][C:7]([O:9][CH3:10])=[O:8])(=[O:5])[CH:2]([CH3:4])[CH3:3].C[O-].[Na+].CO.[Cl:16][C:17]1[CH:22]=[CH:21][CH:20]=[C:19]([Cl:23])[C:18]=1[CH2:24][CH2:25][C:26](Cl)=[N:27]O. The catalyst is O1CCCC1. The product is [Cl:16][C:17]1[CH:22]=[CH:21][CH:20]=[C:19]([Cl:23])[C:18]=1[CH2:24][CH2:25][C:26]1[C:6]([C:7]([O:9][CH3:10])=[O:8])=[C:1]([CH:2]([CH3:4])[CH3:3])[O:5][N:27]=1. The yield is 0.560. (6) The reactants are [N:1]1([C:7]2[N:12]3[N:13]=[C:14]([C:16]4[CH:21]=[CH:20][N:19]=[CH:18][CH:17]=4)[CH:15]=[C:11]3[N:10]=[C:9]([NH:22][NH2:23])[CH:8]=2)[CH2:6][CH2:5][O:4][CH2:3][CH2:2]1.[C:24]([C:27]1[CH:28]=[C:29]([CH:32]=[CH:33][CH:34]=1)[CH:30]=O)([CH3:26])=[CH2:25]. The catalyst is C(O)C. The product is [C:24]([C:27]1[CH:28]=[C:29]([CH:32]=[CH:33][CH:34]=1)[CH:30]=[N:23][NH:22][C:9]1[CH:8]=[C:7]([N:1]2[CH2:6][CH2:5][O:4][CH2:3][CH2:2]2)[N:12]2[N:13]=[C:14]([C:16]3[CH:17]=[CH:18][N:19]=[CH:20][CH:21]=3)[CH:15]=[C:11]2[N:10]=1)([CH3:26])=[CH2:25]. The yield is 0.620. (7) The yield is 1.00. The reactants are [Br:1][C:2]1[C:3]([O:12][C@H:13]2[CH2:18][CH2:17][C@H:16]([CH:19]([CH3:21])[CH3:20])[CH2:15][CH2:14]2)=[N:4][C:5]([CH3:11])=[C:6]([N+:8]([O-])=O)[CH:7]=1.[Cl-].[NH4+]. The catalyst is CCO.O.[Fe]. The product is [Br:1][C:2]1[CH:7]=[C:6]([NH2:8])[C:5]([CH3:11])=[N:4][C:3]=1[O:12][C@H:13]1[CH2:14][CH2:15][C@H:16]([CH:19]([CH3:20])[CH3:21])[CH2:17][CH2:18]1. (8) The reactants are [CH3:1][C:2]1[C:11]2[C:6](=[CH:7][CH:8]=[CH:9][CH:10]=2)[N:5]=[CH:4][CH:3]=1.[Cl:12][S:13](O)(=[O:15])=[O:14]. No catalyst specified. The product is [CH3:1][C:2]1[C:11]2[C:6](=[C:7]([S:13]([Cl:12])(=[O:15])=[O:14])[CH:8]=[CH:9][CH:10]=2)[N:5]=[CH:4][CH:3]=1. The yield is 0.702. (9) The reactants are [Br:1]N1C(=O)CCC1=O.[CH3:9][O:10][C:11]1[CH:31]=[CH:30][C:14]([CH2:15][N:16]2[C:21]3[S:22][CH:23]=[C:24]([CH3:25])[C:20]=3[C:19]3=[N:26][CH:27]=[N:28][N:18]3[C:17]2=[O:29])=[CH:13][CH:12]=1. The catalyst is C(#N)C. The product is [Br:1][C:23]1[S:22][C:21]2[N:16]([CH2:15][C:14]3[CH:13]=[CH:12][C:11]([O:10][CH3:9])=[CH:31][CH:30]=3)[C:17](=[O:29])[N:18]3[N:28]=[CH:27][N:26]=[C:19]3[C:20]=2[C:24]=1[CH3:25]. The yield is 1.00.